This data is from Forward reaction prediction with 1.9M reactions from USPTO patents (1976-2016). The task is: Predict the product of the given reaction. (1) Given the reactants [C:1]([O:10]C)(=O)[CH2:2][CH2:3][CH:4]=[CH:5][CH:6]=[CH:7][CH3:8].[NH2:12][NH2:13], predict the reaction product. The product is: [C:1]([NH:12][NH2:13])(=[O:10])[CH2:2][CH2:3][CH:4]=[CH:5][CH:6]=[CH:7][CH3:8]. (2) Given the reactants [CH3:1][C:2]([CH:4]=[O:5])=[O:3].N[C@@H:7]([CH2:11][CH2:12][C:13]([NH:15][C@H:16]([C:19]([NH:21][CH2:22][C:23](O)=O)=O)CS)=O)C(O)=O.Cl([O-])(=O)(=O)=O.[C:31]1([NH2:38])[CH:36]=[CH:35][CH:34]=[CH:33][C:32]=1[NH2:37], predict the reaction product. The product is: [N:15]1[C:13]2[C:22](=[CH:23][CH:7]=[CH:11][CH:12]=2)[N:21]=[CH:19][CH:16]=1.[CH3:1][C:2]([CH:4]=[O:5])=[O:3].[C:31]1([NH2:38])[CH:36]=[CH:35][CH:34]=[CH:33][C:32]=1[NH2:37]. (3) Given the reactants [CH2:1]([O:3][CH2:4][CH2:5][CH2:6][N:7]([CH2:19][C:20]1[CH:25]=[CH:24][C:23]([CH:26]([CH3:28])[CH3:27])=[CH:22][CH:21]=1)[C:8](=[O:18])[CH2:9][CH2:10][C:11]1[CH:16]=[CH:15][C:14]([OH:17])=[CH:13][CH:12]=1)[CH3:2].Br[CH2:30][C:31]1[CH:40]=[CH:39][CH:38]=[CH:37][C:32]=1[C:33]([O:35][CH3:36])=[O:34].C(=O)([O-])[O-].[K+].[K+].C(O)C(N)(CO)CO, predict the reaction product. The product is: [CH2:1]([O:3][CH2:4][CH2:5][CH2:6][N:7]([CH2:19][C:20]1[CH:25]=[CH:24][C:23]([CH:26]([CH3:27])[CH3:28])=[CH:22][CH:21]=1)[C:8](=[O:18])[CH2:9][CH2:10][C:11]1[CH:16]=[CH:15][C:14]([O:17][CH2:30][C:31]2[CH:40]=[CH:39][CH:38]=[CH:37][C:32]=2[C:33]([O:35][CH3:36])=[O:34])=[CH:13][CH:12]=1)[CH3:2].